Predict which catalyst facilitates the given reaction. From a dataset of Catalyst prediction with 721,799 reactions and 888 catalyst types from USPTO. (1) Reactant: [CH3:1][O:2][C:3](=[O:18])[C:4](=O)[CH2:5][C:6]([C:8]1[CH:13]=[CH:12][C:11]([N:14]([CH3:16])[CH3:15])=[CH:10][CH:9]=1)=O.[Cl:19][C:20]1[N:21]=[N:22][C:23]([NH:26][NH2:27])=[CH:24][CH:25]=1. Product: [CH3:1][O:2][C:3]([C:4]1[CH:5]=[C:6]([C:8]2[CH:13]=[CH:12][C:11]([N:14]([CH3:16])[CH3:15])=[CH:10][CH:9]=2)[N:26]([C:23]2[N:22]=[N:21][C:20]([Cl:19])=[CH:25][CH:24]=2)[N:27]=1)=[O:18]. The catalyst class is: 5. (2) Reactant: [CH3:1][O:2][C:3]1[N:8]=[CH:7][C:6]([C:9]2[CH:13]=[C:12]([NH2:14])[NH:11][N:10]=2)=[CH:5][CH:4]=1.[CH:15]([C:17]1[CH:26]=[CH:25][C:20]([C:21]([O:23][CH3:24])=[O:22])=[CH:19][CH:18]=1)=O.[Sn](CCCC)(CCCC)(Cl)Cl.C1([SiH3])C=CC=CC=1. Product: [CH3:1][O:2][C:3]1[N:8]=[CH:7][C:6]([C:9]2[CH:13]=[C:12]([NH:14][CH2:15][C:17]3[CH:26]=[CH:25][C:20]([C:21]([O:23][CH3:24])=[O:22])=[CH:19][CH:18]=3)[NH:11][N:10]=2)=[CH:5][CH:4]=1. The catalyst class is: 1. (3) Reactant: C([O:8][C:9]1[CH:32]=[C:31]([O:33][CH3:34])[CH:30]=[CH:29][C:10]=1[C:11]1[CH2:12][O:13][C:14]2[C:19]([CH:20]=1)=[CH:18][CH:17]=[C:16]([O:21]CC1C=CC=CC=1)[CH:15]=2)C1C=CC=CC=1.CC1C(C)=C(C)C(C)=C(C)C=1.B(Cl)(Cl)Cl. Product: [CH3:34][O:33][C:31]1[CH:30]=[CH:29][C:10]([C:11]2[CH2:12][O:13][C:14]3[CH:15]=[C:16]([OH:21])[CH:17]=[CH:18][C:19]=3[CH:20]=2)=[C:9]([OH:8])[CH:32]=1. The catalyst class is: 2. (4) Reactant: [F:1][C:2]1[C:7]([F:8])=[CH:6][CH:5]=[CH:4][C:3]=1[C:9]([NH:19][S@@:20]([C:22]([CH3:25])([CH3:24])[CH3:23])=[O:21])([CH3:18])[CH2:10][C:11](OC(C)(C)C)=[O:12].[BH4-].[Li+].CO. Product: [F:1][C:2]1[C:7]([F:8])=[CH:6][CH:5]=[CH:4][C:3]=1[C:9]([NH:19][S@@:20]([C:22]([CH3:25])([CH3:24])[CH3:23])=[O:21])([CH2:10][CH2:11][OH:12])[CH3:18]. The catalyst class is: 1. (5) Reactant: [C:1]([C:3](=[C:9]([S:12][CH3:13])SC)[C:4]([O:6][CH2:7][CH3:8])=[O:5])#[N:2].CS.[NH:16]1[CH2:21][CH2:20][CH2:19][CH2:18][CH2:17]1.CCOC(C)=O. Product: [C:1](/[C:3](=[C:9](/[S:12][CH3:13])\[N:16]1[CH2:21][CH2:20][CH2:19][CH2:18][CH2:17]1)/[C:4]([O:6][CH2:7][CH3:8])=[O:5])#[N:2]. The catalyst class is: 23. (6) Reactant: Cl.[F:2][C:3]1([F:14])[CH2:7][NH:6][C@H:5]([CH:8]([CH3:13])[CH2:9][C:10]([OH:12])=[O:11])[CH2:4]1.[CH2:15]([O:17][C:18]([C:20]1[C@H:21]([C:33]2[CH:38]=[CH:37][C:36]([F:39])=[CH:35][C:34]=2[Br:40])[N:22]=[C:23]([C:28]2[S:29][CH:30]=[CH:31][N:32]=2)[NH:24][C:25]=1[CH2:26]Br)=[O:19])[CH3:16].C([O-])([O-])=O.[K+].[K+]. Product: [Br:40][C:34]1[CH:35]=[C:36]([F:39])[CH:37]=[CH:38][C:33]=1[C@@H:21]1[N:22]=[C:23]([C:28]2[S:29][CH:30]=[CH:31][N:32]=2)[NH:24][C:25]([CH2:26][N:6]2[CH2:7][C:3]([F:2])([F:14])[CH2:4][C@H:5]2[CH:8]([CH3:13])[CH2:9][C:10]([OH:12])=[O:11])=[C:20]1[C:18]([O:17][CH2:15][CH3:16])=[O:19]. The catalyst class is: 8. (7) Reactant: [CH2:1]([C:5]1[CH:10]=[CH:9][C:8]([CH:11]([CH3:25])[C:12]([O:14][CH2:15][CH2:16][NH:17]C(OC(C)(C)C)=O)=[O:13])=[CH:7][CH:6]=1)[CH:2]([CH3:4])[CH3:3].[ClH:26]. Product: [Cl-:26].[CH2:1]([C:5]1[CH:10]=[CH:9][C:8]([CH:11]([CH3:25])[C:12]([O:14][CH2:15][CH2:16][NH3+:17])=[O:13])=[CH:7][CH:6]=1)[CH:2]([CH3:4])[CH3:3]. The catalyst class is: 1. (8) Reactant: [H-].[Na+].O1CCC[CH2:4]1.[CH3:8][CH:9]([C:13](=[O:15])[CH3:14])[C:10](=[O:12])[CH3:11].IC. Product: [CH3:8][C:9]([CH3:4])([C:13](=[O:15])[CH3:14])[C:10](=[O:12])[CH3:11]. The catalyst class is: 6. (9) Reactant: [NH2:1][C:2]1[CH:3]=[C:4]([C:8]2[C:16]3[O:15][C:14]([C:17]([NH:19][C@@H:20]4[CH:25]5[CH2:26][CH2:27][N:22]([CH2:23][CH2:24]5)[CH2:21]4)=[O:18])=[CH:13][C:12]=3[CH:11]=[CH:10][CH:9]=2)[CH:5]=[CH:6][CH:7]=1.[CH3:28][S:29]([Cl:32])(=[O:31])=[O:30].C(N(CC)CC)C.O. Product: [ClH:32].[N:22]12[CH2:23][CH2:24][CH:25]([CH2:26][CH2:27]1)[C@@H:20]([NH:19][C:17]([C:14]1[O:15][C:16]3[C:8]([C:4]4[CH:5]=[CH:6][CH:7]=[C:2]([NH:1][S:29]([CH3:28])(=[O:31])=[O:30])[CH:3]=4)=[CH:9][CH:10]=[CH:11][C:12]=3[CH:13]=1)=[O:18])[CH2:21]2. The catalyst class is: 118.